This data is from NCI-60 drug combinations with 297,098 pairs across 59 cell lines. The task is: Regression. Given two drug SMILES strings and cell line genomic features, predict the synergy score measuring deviation from expected non-interaction effect. (1) Drug 2: CC1C(C(CC(O1)OC2CC(CC3=C2C(=C4C(=C3O)C(=O)C5=C(C4=O)C(=CC=C5)OC)O)(C(=O)C)O)N)O.Cl. Cell line: SK-MEL-2. Drug 1: COC1=C(C=C2C(=C1)N=CN=C2NC3=CC(=C(C=C3)F)Cl)OCCCN4CCOCC4. Synergy scores: CSS=40.6, Synergy_ZIP=11.0, Synergy_Bliss=13.9, Synergy_Loewe=15.5, Synergy_HSA=15.9. (2) Drug 1: CN(CCCl)CCCl.Cl. Drug 2: COC1=C2C(=CC3=C1OC=C3)C=CC(=O)O2. Cell line: OVCAR-5. Synergy scores: CSS=6.81, Synergy_ZIP=-5.17, Synergy_Bliss=-1.70, Synergy_Loewe=-7.83, Synergy_HSA=-1.69. (3) Cell line: SR. Synergy scores: CSS=37.2, Synergy_ZIP=-1.37, Synergy_Bliss=-3.29, Synergy_Loewe=-26.6, Synergy_HSA=-3.66. Drug 2: CS(=O)(=O)OCCCCOS(=O)(=O)C. Drug 1: CN(C)N=NC1=C(NC=N1)C(=O)N. (4) Drug 1: C1=CN(C=N1)CC(O)(P(=O)(O)O)P(=O)(O)O. Drug 2: CC1C(C(CC(O1)OC2CC(CC3=C2C(=C4C(=C3O)C(=O)C5=C(C4=O)C(=CC=C5)OC)O)(C(=O)CO)O)N)O.Cl. Cell line: OVCAR-5. Synergy scores: CSS=18.7, Synergy_ZIP=-4.53, Synergy_Bliss=-2.68, Synergy_Loewe=-9.03, Synergy_HSA=-1.64.